From a dataset of Forward reaction prediction with 1.9M reactions from USPTO patents (1976-2016). Predict the product of the given reaction. (1) Given the reactants [N+:1]([C:4]1[CH:9]=[CH:8][CH:7]=[CH:6][C:5]=1[S:10](Cl)(=[O:12])=[O:11])([O-:3])=[O:2].C(N(CC)CC)C.[NH2:21][C:22]1[CH:29]=[CH:28][CH:27]=[C:26]([N+:30]([O-:32])=[O:31])[C:23]=1[CH2:24][NH2:25].C(=O)([O-])O.[Na+], predict the reaction product. The product is: [NH2:21][C:22]1[CH:29]=[CH:28][CH:27]=[C:26]([N+:30]([O-:32])=[O:31])[C:23]=1[CH2:24][NH:25][S:10]([C:5]1[CH:6]=[CH:7][CH:8]=[CH:9][C:4]=1[N+:1]([O-:3])=[O:2])(=[O:12])=[O:11]. (2) The product is: [OH:1][C:2]([CH3:49])([CH3:48])[CH2:3][O:4][N:5]1[C:10]([CH3:12])([CH3:11])[CH2:9][CH:8]([CH2:13][CH2:14][CH2:15][CH2:16][NH:17][C:18]2[N:23]=[C:22]([NH:24][CH2:25][CH2:26][CH2:27][CH2:28][CH:29]3[CH2:34][C:33]([CH3:36])([CH3:35])[N:32]([O:37][CH2:38][C:39]([CH3:42])([OH:41])[CH3:40])[C:31]([CH3:44])([CH3:43])[CH2:30]3)[N:21]=[C:20]([NH:58][CH2:50][CH2:51][CH2:52][CH2:53][CH2:54][CH2:55][CH2:56][CH3:57])[N:19]=2)[CH2:7][C:6]1([CH3:47])[CH3:46]. Given the reactants [OH:1][C:2]([CH3:49])([CH3:48])[CH2:3][O:4][N:5]1[C:10]([CH3:12])([CH3:11])[CH2:9][CH:8]([CH2:13][CH2:14][CH2:15][CH2:16][NH:17][C:18]2[N:23]=[C:22]([NH:24][CH2:25][CH2:26][CH2:27][CH2:28][CH:29]3[CH2:34][C:33]([CH3:36])([CH3:35])[N:32]([O:37][CH2:38][C:39]([CH3:42])([OH:41])[CH3:40])[C:31]([CH3:44])([CH3:43])[CH2:30]3)[N:21]=[C:20](Cl)[N:19]=2)[CH2:7][C:6]1([CH3:47])[CH3:46].[CH2:50]([NH2:58])[CH2:51][CH2:52][CH2:53][CH2:54][CH2:55][CH2:56][CH3:57], predict the reaction product. (3) Given the reactants [Cl:1][C:2]1[C:3]([CH2:11][CH3:12])=[C:4]([NH2:10])[C:5]([CH2:8][CH3:9])=[CH:6][CH:7]=1.[N+:13]([O-])([OH:15])=[O:14], predict the reaction product. The product is: [Cl:1][C:2]1[C:3]([CH2:11][CH3:12])=[C:4]([NH2:10])[C:5]([CH2:8][CH3:9])=[C:6]([N+:13]([O-:15])=[O:14])[CH:7]=1. (4) Given the reactants [SH:1][C:2]1[CH:7]=[CH:6][N:5]=[CH:4][CH:3]=1.[Cl:8][C:9]1[N:14]=[C:13]([CH2:15]I)[CH:12]=[C:11]([N:17]2[CH2:22][CH2:21][O:20][CH2:19][C@@H:18]2[CH3:23])[N:10]=1.C1CCN2C(=NCCC2)CC1, predict the reaction product. The product is: [Cl:8][C:9]1[N:10]=[C:11]([N:17]2[CH2:22][CH2:21][O:20][CH2:19][C@@H:18]2[CH3:23])[CH:12]=[C:13]([CH2:15][S:1][C:2]2[CH:7]=[CH:6][N:5]=[CH:4][CH:3]=2)[N:14]=1.